Dataset: Full USPTO retrosynthesis dataset with 1.9M reactions from patents (1976-2016). Task: Predict the reactants needed to synthesize the given product. (1) Given the product [C:1]([O:5][C:6](=[O:19])[NH:7][C@H:8]([C:12]1[CH:13]=[N:14][CH:15]=[C:16]([C:26]2[N:22]([CH:21]([F:20])[F:30])[N:23]=[CH:24][C:25]=2[N+:27]([O-:29])=[O:28])[CH:17]=1)[CH2:9][CH:10]=[CH2:11])([CH3:4])([CH3:3])[CH3:2], predict the reactants needed to synthesize it. The reactants are: [C:1]([O:5][C:6](=[O:19])[NH:7][C@H:8]([C:12]1[CH:13]=[N:14][CH:15]=[C:16](Br)[CH:17]=1)[CH2:9][CH:10]=[CH2:11])([CH3:4])([CH3:3])[CH3:2].[F:20][CH:21]([F:30])[N:22]1[CH:26]=[C:25]([N+:27]([O-:29])=[O:28])[CH:24]=[N:23]1.C12(P(C34CC5CC(CC(C5)C3)C4)CCCC)CC3CC(CC(C3)C1)C2.C([O-])([O-])=O.[K+].[K+].C(O)(=O)C(C)(C)C. (2) Given the product [CH3:1][CH2:2][CH2:3][CH2:4][CH2:5][CH2:6][O:7][C:8](/[N:10]=[C:11](\[NH2:46])/[C:12]1[CH:13]=[CH:14][C:15]([NH:18][CH2:19][C:20]2[N:24]([CH3:25])[C:23]3[CH:26]=[CH:27][C:28]([C:30]([N:32]([C:40]4[CH:41]=[CH:42][CH:43]=[CH:44][N:45]=4)[CH2:33][CH2:34][C:35]([O:37][CH2:38][CH3:39])=[O:36])=[O:31])=[CH:29][C:22]=3[N:21]=2)=[CH:16][CH:17]=1)=[O:9], predict the reactants needed to synthesize it. The reactants are: [CH3:1][CH2:2][CH2:3][CH2:4][CH2:5][CH2:6][O:7][C:8](/[N:10]=[C:11](/[NH2:46])\[C:12]1[CH:17]=[CH:16][C:15]([NH:18][CH2:19][C:20]2[N:24]([CH3:25])[C:23]3[CH:26]=[CH:27][C:28]([C:30]([N:32]([C:40]4[N:45]=[CH:44][CH:43]=[CH:42][CH:41]=4)[CH2:33][CH2:34][C:35]([O:37][CH2:38][CH3:39])=[O:36])=[O:31])=[CH:29][C:22]=3[N:21]=2)=[CH:14][CH:13]=1)=[O:9].CS(O)(=O)=O. (3) Given the product [F:25][C:19]1[CH:20]=[C:21]([F:24])[CH:22]=[CH:23][C:18]=1[NH:17][C:15](=[O:16])[N:14]([CH2:13][CH2:12][C:9]1[CH:8]=[CH:7][C:6]([CH2:5][CH:4]([O:33][CH2:34][CH3:35])[C:3]([OH:36])=[O:2])=[CH:11][CH:10]=1)[CH2:26][CH2:27][CH2:28][CH2:29][CH2:30][CH2:31][CH3:32], predict the reactants needed to synthesize it. The reactants are: C[O:2][C:3](=[O:36])[CH:4]([O:33][CH2:34][CH3:35])[CH2:5][C:6]1[CH:11]=[CH:10][C:9]([CH2:12][CH2:13][N:14]([CH2:26][CH2:27][CH2:28][CH2:29][CH2:30][CH2:31][CH3:32])[C:15]([NH:17][C:18]2[CH:23]=[CH:22][C:21]([F:24])=[CH:20][C:19]=2[F:25])=[O:16])=[CH:8][CH:7]=1.[Li+].[OH-]. (4) The reactants are: [OH:1][C:2]1[CH:3]=[C:4]([CH:8]=[C:9]([N:11]2[CH2:15][CH2:14][CH2:13][C:12]2=[O:16])[CH:10]=1)[C:5]([OH:7])=[O:6].[H-].[Na+].[CH2:19](Br)[CH:20]=[CH2:21].O.[OH-].[Li+]. Given the product [CH2:21]([O:1][C:2]1[CH:3]=[C:4]([CH:8]=[C:9]([N:11]2[CH2:15][CH2:14][CH2:13][C:12]2=[O:16])[CH:10]=1)[C:5]([OH:7])=[O:6])[CH:20]=[CH2:19], predict the reactants needed to synthesize it. (5) Given the product [CH3:7][C:6]1[C:2]2[NH:1][C:13](=[O:12])[NH:14][C:8](=[O:10])[C:3]=2[S:4][CH:5]=1, predict the reactants needed to synthesize it. The reactants are: [NH2:1][C:2]1[C:6]([CH3:7])=[CH:5][S:4][C:3]=1[C:8]([O:10]C)=O.[O-:12][C:13]#[N:14].[K+]. (6) Given the product [Cl:42]/[C:39](/[C:40]#[N:41])=[CH:11]\[C@H:10]1[C@@H:9]([C:13]([O:15][CH2:16][C:17]2[C:22]([F:23])=[C:21]([F:24])[C:20]([CH2:25][O:26][CH3:27])=[C:19]([F:28])[C:18]=2[F:29])=[O:14])[C:8]1([CH3:7])[CH3:30], predict the reactants needed to synthesize it. The reactants are: CC(C)([O-])C.[K+].[CH3:7][C:8]1([CH3:30])[C@H:10]([CH:11]=O)[C@H:9]1[C:13]([O:15][CH2:16][C:17]1[C:22]([F:23])=[C:21]([F:24])[C:20]([CH2:25][O:26][CH3:27])=[C:19]([F:28])[C:18]=1[F:29])=[O:14].C(OP([CH:39]([Cl:42])[C:40]#[N:41])(=O)OCC)C. (7) Given the product [F:8][C:9]1[CH:10]=[CH:11][C:12]([O:15][CH2:16][C:17]2[N:21]([CH3:22])[N:20]=[CH:19][C:18]=2[C:23]2[O:27][N:26]=[C:25]([C:28]3[CH:29]=[C:30]([S:34]([NH:37][CH2:38][CH2:39][NH:40][CH3:41])(=[O:36])=[O:35])[CH:31]=[CH:32][CH:33]=3)[N:24]=2)=[N:13][CH:14]=1, predict the reactants needed to synthesize it. The reactants are: Cl.O1CCOCC1.[F:8][C:9]1[CH:10]=[CH:11][C:12]([O:15][CH2:16][C:17]2[N:21]([CH3:22])[N:20]=[CH:19][C:18]=2[C:23]2[O:27][N:26]=[C:25]([C:28]3[CH:29]=[C:30]([S:34]([NH:37][CH2:38][CH2:39][N:40](C)[C:41](=O)OC(C)(C)C)(=[O:36])=[O:35])[CH:31]=[CH:32][CH:33]=3)[N:24]=2)=[N:13][CH:14]=1. (8) Given the product [Br:1][C:2]1[C:3]2[NH:13][N:14]=[N:12][C:4]=2[CH:5]=[C:6]([C:8]([F:11])([F:10])[F:9])[CH:7]=1, predict the reactants needed to synthesize it. The reactants are: [Br:1][C:2]1[CH:7]=[C:6]([C:8]([F:11])([F:10])[F:9])[CH:5]=[C:4]([NH2:12])[C:3]=1[NH2:13].[N:14]([O-])=O.[Na+]. (9) Given the product [NH2:22][C:20]1[N:19]=[CH:18][N:17]=[C:16]2[N:15]([CH:32]3[CH2:28][CH2:29][N:30]([C:33]([O:35][C:36]([CH3:39])([CH3:38])[CH3:37])=[O:34])[CH2:31]3)[N:14]=[C:13]([C:12]#[C:11][C:5]3[CH:4]=[C:3]([O:2][CH3:1])[CH:8]=[C:7]([O:9][CH3:10])[CH:6]=3)[C:21]=12, predict the reactants needed to synthesize it. The reactants are: [CH3:1][O:2][C:3]1[CH:4]=[C:5]([C:11]#[C:12][C:13]2[C:21]3[C:16](=[N:17][CH:18]=[N:19][C:20]=3[NH2:22])[NH:15][N:14]=2)[CH:6]=[C:7]([O:9][CH3:10])[CH:8]=1.CS(O[CH:28]1[CH2:32][CH2:31][N:30]([C:33]([O:35][C:36]([CH3:39])([CH3:38])[CH3:37])=[O:34])[CH2:29]1)(=O)=O.C(=O)([O-])[O-].[K+].[K+].C(OCC)(=O)C. (10) Given the product [CH2:36]([O:35][C:3]1[CH:4]=[C:5]([CH2:6][N:7]2[CH2:12][CH2:11][CH:10]([NH:13][C:14](=[O:29])[C:15]3[CH:20]=[C:19]([O:21][CH3:22])[CH:18]=[C:17]([O:23][CH2:24][CH:25]([OH:28])[CH2:26][OH:27])[CH:16]=3)[CH2:9][CH2:8]2)[CH:30]=[C:31]([O:32][CH2:33][CH3:34])[C:2]=1[C:52]1[CH:57]=[CH:56][C:55]([F:58])=[CH:54][CH:53]=1)[CH3:37], predict the reactants needed to synthesize it. The reactants are: Cl[C:2]1[C:31]([O:32][CH2:33][CH3:34])=[CH:30][C:5]([CH2:6][N:7]2[CH2:12][CH2:11][CH:10]([NH:13][C:14](=[O:29])[C:15]3[CH:20]=[C:19]([O:21][CH3:22])[CH:18]=[C:17]([O:23][CH2:24][CH:25]([OH:28])[CH2:26][OH:27])[CH:16]=3)[CH2:9][CH2:8]2)=[CH:4][C:3]=1[O:35][CH2:36][CH3:37].C(OC1C=C(C=O)C=C(OCC)C=1[C:52]1[CH:57]=[CH:56][C:55]([F:58])=[CH:54][CH:53]=1)C.C([BH3-])#N.[Na+].C(N(C(C)C)C(C)C)C.